From a dataset of Merck oncology drug combination screen with 23,052 pairs across 39 cell lines. Regression. Given two drug SMILES strings and cell line genomic features, predict the synergy score measuring deviation from expected non-interaction effect. (1) Drug 1: Cn1c(=O)n(-c2ccc(C(C)(C)C#N)cc2)c2c3cc(-c4cnc5ccccc5c4)ccc3ncc21. Drug 2: CCc1cnn2c(NCc3ccc[n+]([O-])c3)cc(N3CCCCC3CCO)nc12. Cell line: VCAP. Synergy scores: synergy=-1.83. (2) Synergy scores: synergy=13.7. Drug 2: C#Cc1cccc(Nc2ncnc3cc(OCCOC)c(OCCOC)cc23)c1. Cell line: A2058. Drug 1: NC(=O)c1cccc2cn(-c3ccc(C4CCCNC4)cc3)nc12.